This data is from Forward reaction prediction with 1.9M reactions from USPTO patents (1976-2016). The task is: Predict the product of the given reaction. Given the reactants N[C@@H:2]([CH3:32])[CH2:3][N:4]1[CH:8]=[C:7]([NH:9][C:10]([C:12]2[CH:13]=[N:14][N:15]3[CH:20]=[CH:19][CH:18]=[N:17][C:16]=23)=[O:11])[C:6]([C:21]2[CH:26]=[C:25]([Cl:27])[CH:24]=[CH:23][C:22]=2[O:28][CH:29]([F:31])[F:30])=[N:5]1.[CH2:33]=O.[BH3-][C:36]#[N:37].[Na+], predict the reaction product. The product is: [Cl:27][C:25]1[CH:24]=[CH:23][C:22]([O:28][CH:29]([F:31])[F:30])=[C:21]([C:6]2[C:7]([NH:9][C:10]([C:12]3[CH:13]=[N:14][N:15]4[CH:20]=[CH:19][CH:18]=[N:17][C:16]=34)=[O:11])=[CH:8][N:4]([CH2:3][C@@H:2]([N:37]([CH3:36])[CH3:33])[CH3:32])[N:5]=2)[CH:26]=1.